The task is: Predict the product of the given reaction.. This data is from Forward reaction prediction with 1.9M reactions from USPTO patents (1976-2016). (1) Given the reactants [NH2:1][C:2]1[CH:7]=[C:6]([Cl:8])[CH:5]=[CH:4][C:3]=1[SH:9].Br[CH2:11][C:12]1[CH:21]=[CH:20][CH:19]=[CH:18][C:13]=1[C:14]([O:16][CH3:17])=[O:15].C([O-])([O-])=O.[K+].[K+], predict the reaction product. The product is: [NH2:1][C:2]1[CH:7]=[C:6]([Cl:8])[CH:5]=[CH:4][C:3]=1[S:9][CH2:11][C:12]1[CH:21]=[CH:20][CH:19]=[CH:18][C:13]=1[C:14]([O:16][CH3:17])=[O:15]. (2) Given the reactants [CH3:1][C:2]1[N:10]([C:11]([C:13]2[CH:14]=[CH:15][C:16]([Cl:19])=[CH:17][CH:18]=2)=[O:12])[C:9]2[CH:8]=[CH:7][C:6]([O:20][CH3:21])=[CH:5][C:4]=2[C:3]=1[CH2:22][C:23]([OH:25])=[O:24].C([O-])(O)=O.[Na+].[C:31]([O:35][C:36](=[O:39])[CH2:37]Br)([CH3:34])([CH3:33])[CH3:32], predict the reaction product. The product is: [Cl:19][C:16]1[CH:15]=[CH:14][C:13]([C:11]([N:10]2[C:9]3[C:4](=[CH:5][C:6]([O:20][CH3:21])=[CH:7][CH:8]=3)[C:3]([CH2:22][C:23]([O:25][CH2:37][C:36]([O:35][C:31]([CH3:34])([CH3:33])[CH3:32])=[O:39])=[O:24])=[C:2]2[CH3:1])=[O:12])=[CH:18][CH:17]=1. (3) Given the reactants C1C(=O)N([Br:8])C(=O)C1.[Cl:9][C:10]1[CH:15]=[CH:14][C:13]([CH:16]2[C:20]3[N:21]([CH:24]4[CH2:26][CH2:25]4)[CH:22]=[CH:23][C:19]=3[C:18](=[O:27])[N:17]2[C:28]2[CH:33]=[C:32]([CH3:34])[C:31](=[O:35])[N:30]([CH3:36])[CH:29]=2)=[CH:12][CH:11]=1, predict the reaction product. The product is: [Br:8][C:22]1[N:21]([CH:24]2[CH2:26][CH2:25]2)[C:20]2[CH:16]([C:13]3[CH:14]=[CH:15][C:10]([Cl:9])=[CH:11][CH:12]=3)[N:17]([C:28]3[CH:33]=[C:32]([CH3:34])[C:31](=[O:35])[N:30]([CH3:36])[CH:29]=3)[C:18](=[O:27])[C:19]=2[CH:23]=1. (4) Given the reactants [Na+].[CH3:2][C:3]1[CH:8]=[CH:7][C:6]([P:9]([C:12](=[O:19])[C:13]2[CH:18]=[CH:17][CH:16]=[CH:15][CH:14]=2)(=[O:11])[O-:10])=[C:5]([CH3:20])[C:4]=1[CH3:21].S(=O)(=O)(O)O, predict the reaction product. The product is: [CH3:2][C:3]1[CH:8]=[CH:7][C:6]([P:9]([C:12](=[O:19])[C:13]2[CH:14]=[CH:15][CH:16]=[CH:17][CH:18]=2)(=[O:10])[OH:11])=[C:5]([CH3:20])[C:4]=1[CH3:21]. (5) Given the reactants [Cl:1][C:2]1[CH:3]=[CH:4][C:5]([O:25][CH3:26])=[C:6]([C:8]2[NH:12][N:11]=[CH:10][C:9]=2[NH:13][C:14]([C:16]2C=NN3C=C[CH:22]=[N:21][C:20]=23)=[O:15])[CH:7]=1.C(=O)([O-])[O-].[Cs+].[Cs+].Cl[CH2:34][C@@H:35]1[CH2:37][O:36]1.[NH:38]1[CH2:41][CH2:40][CH2:39]1, predict the reaction product. The product is: [N:38]1([CH2:34][C@H:35]([OH:36])[CH2:37][N:11]2[CH:10]=[C:9]([NH:13][C:14]([C:16]3[C:20]4[N:21]=[CH:22][N:13]=[CH:9][C:10]=4[NH:11][N:12]=3)=[O:15])[C:8]([C:6]3[CH:7]=[C:2]([Cl:1])[CH:3]=[CH:4][C:5]=3[O:25][CH3:26])=[N:12]2)[CH2:41][CH2:40][CH2:39]1. (6) Given the reactants FC(F)(F)C(O)=O.[CH3:8][O:9][C:10](=[O:43])[CH:11]([O:38]C(C)(C)C)[C:12]1[C:17]([CH3:18])=[CH:16][C:15]([C:19]2[CH:24]=[CH:23][CH:22]=[CH:21][CH:20]=2)=[C:14]([CH:25]2[CH2:27][CH2:26]2)[C:13]=1[C:28]1[CH:29]=[C:30]2[C:35](=[CH:36][CH:37]=1)[O:34][CH2:33][CH2:32][CH2:31]2, predict the reaction product. The product is: [CH3:8][O:9][C:10](=[O:43])[CH:11]([C:12]1[C:17]([CH3:18])=[CH:16][C:15]([C:19]2[CH:20]=[CH:21][CH:22]=[CH:23][CH:24]=2)=[C:14]([CH:25]2[CH2:26][CH2:27]2)[C:13]=1[C:28]1[CH:29]=[C:30]2[C:35](=[CH:36][CH:37]=1)[O:34][CH2:33][CH2:32][CH2:31]2)[OH:38].